From a dataset of Full USPTO retrosynthesis dataset with 1.9M reactions from patents (1976-2016). Predict the reactants needed to synthesize the given product. (1) Given the product [ClH:56].[NH:14]1[C:15]2[C:11](=[CH:10][C:9]([NH:8][C:25]3[C:30]([CH3:31])=[CH:29][N:28]=[C:27]([C:32]4[CH:33]=[C:34]([CH:35]=[CH:36][CH:37]=4)[O:38][CH2:39][C:40]([NH:42][CH:43]4[CH2:48][CH2:47][NH:46][CH2:45][CH2:44]4)=[O:41])[N:26]=3)=[CH:17][CH:16]=2)[CH:12]=[N:13]1, predict the reactants needed to synthesize it. The reactants are: C(OC([N:8]([C:25]1[C:30]([CH3:31])=[CH:29][N:28]=[C:27]([C:32]2[CH:37]=[CH:36][CH:35]=[C:34]([O:38][CH2:39][C:40]([NH:42][CH:43]3[CH2:48][CH2:47][N:46](C(OC(C)(C)C)=O)[CH2:45][CH2:44]3)=[O:41])[CH:33]=2)[N:26]=1)[C:9]1[CH:10]=[C:11]2[C:15](=[CH:16][CH:17]=1)[N:14](C(OC(C)(C)C)=O)[N:13]=[CH:12]2)=O)(C)(C)C.[ClH:56].CCOC(C)=O. (2) Given the product [Cl:30][C:31]1[CH:38]=[CH:37][CH:36]=[CH:35][C:32]=1[CH2:33][N:3]([CH2:4][C:5]1[CH:10]=[CH:9][C:8]([CH2:11][N:12]2[CH2:13][CH2:14][N:15]([C:18]3[C:23]([C:24]([O:26][CH:27]([CH3:28])[CH3:29])=[O:25])=[CH:22][CH:21]=[CH:20][N:19]=3)[CH2:16][CH2:17]2)=[CH:7][CH:6]=1)[CH2:1][CH3:2], predict the reactants needed to synthesize it. The reactants are: [CH2:1]([NH:3][CH2:4][C:5]1[CH:10]=[CH:9][C:8]([CH2:11][N:12]2[CH2:17][CH2:16][N:15]([C:18]3[C:23]([C:24]([O:26][CH:27]([CH3:29])[CH3:28])=[O:25])=[CH:22][CH:21]=[CH:20][N:19]=3)[CH2:14][CH2:13]2)=[CH:7][CH:6]=1)[CH3:2].[Cl:30][C:31]1[CH:38]=[CH:37][CH:36]=[CH:35][C:32]=1[CH:33]=O.C(O)(=O)C.C([BH3-])#N.[Na+]. (3) Given the product [CH2:25]([O:12][C:10]1[CH:9]=[CH:8][C:3]([C:4]([O:6][CH3:7])=[O:5])=[C:2]([OH:1])[CH:11]=1)[C:22]1[CH:23]=[CH:24][CH:19]=[CH:20][CH:21]=1, predict the reactants needed to synthesize it. The reactants are: [OH:1][C:2]1[CH:11]=[C:10]([OH:12])[CH:9]=[CH:8][C:3]=1[C:4]([O:6][CH3:7])=[O:5].C([O-])([O-])=O.[K+].[K+].[CH:19]1[CH:24]=[CH:23][C:22]([CH2:25]Br)=[CH:21][CH:20]=1.